From a dataset of Forward reaction prediction with 1.9M reactions from USPTO patents (1976-2016). Predict the product of the given reaction. (1) Given the reactants [C:1]([C:3]1[CH:8]=[C:7]([CH2:9][CH2:10][C:11]([O:13][C:14]([CH3:17])([CH3:16])[CH3:15])=[O:12])[CH:6]=[C:5]([S:18][CH3:19])[N:4]=1)#[N:2].[C:20](OC)(=[O:28])[C:21]1[C:22](=[CH:24][CH:25]=[CH:26][CH:27]=1)[SH:23].C(N(CC)CC)C, predict the reaction product. The product is: [CH3:19][S:18][C:5]1[CH:6]=[C:7]([CH2:9][CH2:10][C:11]([O:13][C:14]([CH3:16])([CH3:15])[CH3:17])=[O:12])[CH:8]=[C:3]([C:1]2[S:23][C:22]3[CH:24]=[CH:25][CH:26]=[CH:27][C:21]=3[C:20](=[O:28])[N:2]=2)[N:4]=1. (2) Given the reactants [H-].[Na+].[CH2:3]([N:10]([CH3:15])[CH2:11][C@H:12]([OH:14])[CH3:13])[C:4]1[CH:9]=[CH:8][CH:7]=[CH:6][CH:5]=1.Cl[C:17]1[C:18]2[C:25]([C:26]3[CH:31]=[CH:30][C:29]([CH2:32][CH3:33])=[CH:28][CH:27]=3)=[C:24]([C:34]3[CH:39]=[CH:38][CH:37]=[CH:36][CH:35]=3)[O:23][C:19]=2[N:20]=[CH:21][N:22]=1.O, predict the reaction product. The product is: [CH2:3]([N:10]([CH3:15])[CH2:11][C@H:12]([O:14][C:17]1[C:18]2[C:25]([C:26]3[CH:27]=[CH:28][C:29]([CH2:32][CH3:33])=[CH:30][CH:31]=3)=[C:24]([C:34]3[CH:35]=[CH:36][CH:37]=[CH:38][CH:39]=3)[O:23][C:19]=2[N:20]=[CH:21][N:22]=1)[CH3:13])[C:4]1[CH:9]=[CH:8][CH:7]=[CH:6][CH:5]=1. (3) Given the reactants Br[C:2]1[CH:7]=[CH:6][C:5]([C:8](=[C:15]2[CH2:21][CH2:20][CH2:19][CH2:18][CH2:17][CH2:16]2)[C:9]2[CH:14]=[CH:13][CH:12]=[CH:11][CH:10]=2)=[CH:4][CH:3]=1.[C:22]([O:26][C:27](=[O:30])[CH:28]=[CH2:29])([CH3:25])([CH3:24])[CH3:23].CC1C=CC=CC=1P(C1C=CC=CC=1C)C1C=CC=CC=1C.CC#N, predict the reaction product. The product is: [C:15]1(=[C:8]([C:9]2[CH:10]=[CH:11][CH:12]=[CH:13][CH:14]=2)[C:5]2[CH:6]=[CH:7][C:2](/[CH:29]=[CH:28]/[C:27]([O:26][C:22]([CH3:25])([CH3:24])[CH3:23])=[O:30])=[CH:3][CH:4]=2)[CH2:16][CH2:17][CH2:18][CH2:19][CH2:20][CH2:21]1. (4) Given the reactants [CH3:1][N:2]([CH2:18][C:19]1[O:20][C:21]2[CH:28]=[CH:27][CH:26]=[CH:25][C:22]=2[C:23]=1[CH3:24])[C:3](=[O:17])/[CH:4]=[CH:5]/[C:6]1[CH:16]=[N:15][C:9]2[NH:10][CH2:11][CH2:12][NH:13][CH2:14][C:8]=2[CH:7]=1.CCN(CC)CC.[C:36](OC(=O)C)(=[O:38])[CH3:37], predict the reaction product. The product is: [C:36]([N:13]1[CH2:14][C:8]2[CH:7]=[C:6](/[CH:5]=[CH:4]/[C:3]([N:2]([CH3:1])[CH2:18][C:19]3[O:20][C:21]4[CH:28]=[CH:27][CH:26]=[CH:25][C:22]=4[C:23]=3[CH3:24])=[O:17])[CH:16]=[N:15][C:9]=2[NH:10][CH2:11][CH2:12]1)(=[O:38])[CH3:37]. (5) Given the reactants Cl.[CH3:2][C:3]1[N:7]([C:8]2[CH:13]=[CH:12][CH:11]=[CH:10][CH:9]=2)[N:6]=[N:5][C:4]=1[N:14]1[CH2:19][CH2:18][N:17]([C:20]([O:22][C:23](C)([CH3:25])[CH3:24])=[O:21])[CH2:16][CH2:15]1, predict the reaction product. The product is: [CH3:2][C:3]1[N:7]([C:8]2[CH:9]=[CH:10][CH:11]=[CH:12][CH:13]=2)[N:6]=[N:5][C:4]=1[N:14]1[CH2:15][CH2:16][N:17]([C:20]([O:22][CH:23]([CH3:25])[CH3:24])=[O:21])[CH2:18][CH2:19]1. (6) Given the reactants Cl.[CH3:2][O:3][C:4](=[O:11])[C@H:5]([CH2:7][CH:8]([CH3:10])[CH3:9])[NH2:6].C(N(CC)C(C)C)(C)C.C([O:23][C:24](=O)[CH:25]=[C:26]([O:29][C:30]1[CH:35]=[CH:34][CH:33]=[C:32]([Cl:36])[C:31]=1[F:37])[CH2:27]Br)C, predict the reaction product. The product is: [CH3:2][O:3][C:4](=[O:11])[C@@H:5]([N:6]1[CH2:27][C:26]([O:29][C:30]2[CH:35]=[CH:34][CH:33]=[C:32]([Cl:36])[C:31]=2[F:37])=[CH:25][C:24]1=[O:23])[CH2:7][CH:8]([CH3:10])[CH3:9]. (7) Given the reactants [Br:1][C:2]1[CH:3]=[CH:4][C:5]2[N:6]([CH:16]3[CH2:21][CH2:20][N:19](C)[CH2:18][CH2:17]3)[C:7]3[C:12]([S:13][C:14]=2[CH:15]=1)=[CH:11][CH:10]=[CH:9][CH:8]=3.ClC(OC(Cl)C)=O, predict the reaction product. The product is: [Br:1][C:2]1[CH:3]=[CH:4][C:5]2[N:6]([CH:16]3[CH2:21][CH2:20][NH:19][CH2:18][CH2:17]3)[C:7]3[C:12]([S:13][C:14]=2[CH:15]=1)=[CH:11][CH:10]=[CH:9][CH:8]=3.